Dataset: Forward reaction prediction with 1.9M reactions from USPTO patents (1976-2016). Task: Predict the product of the given reaction. (1) Given the reactants [CH3:1][S:2]([O:5][C:6]1[C:14]([O:15][CH3:16])=[CH:13][C:12]([C:17]2[N:18]([C:28]([O:30][C:31]([CH3:34])([CH3:33])[CH3:32])=[O:29])[C:19]3[C:24]([CH:25]=2)=[CH:23][C:22](C=O)=[CH:21][CH:20]=3)=[C:11]2[C:7]=1[CH2:8][NH:9][C:10]2=[O:35])(=[O:4])=[O:3].[CH3:36][O:37][CH2:38][CH2:39][NH:40][CH3:41].[C:42](O)(=O)C.C(O[BH-](OC(=O)C)OC(=O)C)(=O)C.[Na+], predict the reaction product. The product is: [CH3:1][S:2]([O:5][C:6]1[C:14]([O:15][CH3:16])=[CH:13][C:12]([C:17]2[N:18]([C:28]([O:30][C:31]([CH3:33])([CH3:34])[CH3:32])=[O:29])[C:19]3[C:24]([CH:25]=2)=[CH:23][C:22]([CH2:41][N:40]([CH3:42])[CH2:39][CH2:38][O:37][CH3:36])=[CH:21][CH:20]=3)=[C:11]2[C:7]=1[CH2:8][NH:9][C:10]2=[O:35])(=[O:4])=[O:3]. (2) Given the reactants [OH-].[Na+].BrBr.[CH2:5]([O:12][C:13]1[CH:32]=[CH:31][C:16]([CH2:17][C@H:18]([NH:23][C:24](=[O:30])[O:25][C:26]([CH3:29])([CH3:28])[CH3:27])[C@H:19](O)[CH2:20][OH:21])=[CH:15][C:14]=1[F:33])[C:6]1[CH:11]=[CH:10][CH:9]=[CH:8][CH:7]=1, predict the reaction product. The product is: [CH2:5]([O:12][C:13]1[CH:32]=[CH:31][C:16]([CH2:17][C@H:18]([NH:23][C:24](=[O:30])[O:25][C:26]([CH3:27])([CH3:29])[CH3:28])[C@H:19]2[CH2:20][O:21]2)=[CH:15][C:14]=1[F:33])[C:6]1[CH:7]=[CH:8][CH:9]=[CH:10][CH:11]=1. (3) The product is: [OH:3][NH:2][C:17](=[NH:18])[C:16]1[CH:15]=[CH:14][C:13]([N+:10]([O-:12])=[O:11])=[CH:20][CH:19]=1. Given the reactants Cl.[NH2:2][OH:3].C([O-])([O-])=O.[K+].[K+].[N+:10]([C:13]1[CH:20]=[CH:19][C:16]([C:17]#[N:18])=[CH:15][CH:14]=1)([O-:12])=[O:11], predict the reaction product. (4) Given the reactants Cl[C:2]1[N:7]=[CH:6][N:5]=[C:4]([NH:8][C:9]2[CH:14]=[CH:13][C:12](N3CCC[C@@H](O)C3)=[CH:11][CH:10]=2)[N:3]=1.[CH2:22]([C:29]1[CH:30]=[N:31][C:32]([N:35]2[CH2:40][CH2:39][NH:38][CH2:37][CH2:36]2)=[N:33][CH:34]=1)[C:23]1[CH:28]=[CH:27][CH:26]=[CH:25][CH:24]=1.[CH:41]([N:44]([CH:47](C)C)[CH2:45]C)(C)[CH3:42].[O:50]1[CH2:55][CH2:54]OCC1, predict the reaction product. The product is: [CH2:22]([C:29]1[CH:30]=[N:31][C:32]([N:35]2[CH2:40][CH2:39][N:38]([C:2]3[N:7]=[CH:6][N:5]=[C:4]([NH:8][C:9]4[CH:10]=[CH:11][C:12]([CH2:45][N:44]5[CH2:41][CH2:42][CH2:54][C@@H:55]([OH:50])[CH2:47]5)=[CH:13][CH:14]=4)[N:3]=3)[CH2:37][CH2:36]2)=[N:33][CH:34]=1)[C:23]1[CH:28]=[CH:27][CH:26]=[CH:25][CH:24]=1. (5) The product is: [CH3:32][O:33][C:7]1[CH:6]=[CH:5][C:4]([CH2:8][CH2:9][CH2:10][N:11]([CH:25]2[CH2:30][CH2:29][CH:28]([CH3:31])[CH2:27][CH2:26]2)[C:12](=[O:24])[NH:13][C:14]2[S:15][C:16]([S:19][CH2:20][C:21]([OH:23])=[O:22])=[CH:17][N:18]=2)=[CH:3][CH:2]=1. Given the reactants Cl[C:2]1[CH:3]=[C:4]([CH2:8][CH2:9][CH2:10][N:11]([C@H:25]2[CH2:30][CH2:29][C@H:28]([CH3:31])[CH2:27][CH2:26]2)[C:12](=[O:24])[NH:13][C:14]2[S:15][C:16]([S:19][CH2:20][C:21]([OH:23])=[O:22])=[CH:17][N:18]=2)[CH:5]=[CH:6][CH:7]=1.[CH3:32][O:33]C1C=CC(CCC(O)=O)=CC=1.C(OC(=O)CSC1SC(N)=NC=1)C, predict the reaction product.